From a dataset of Forward reaction prediction with 1.9M reactions from USPTO patents (1976-2016). Predict the product of the given reaction. (1) The product is: [C@:1]12([CH2:11][S:12]([OH:15])(=[O:13])=[O:14])[C:8]([CH3:10])([CH3:9])[CH:5]([CH2:6][CH2:7]1)[CH2:4][C:2]2=[O:3].[Br:16][C:17]1[CH:35]=[N:34][C:20]2[N:21]=[C:22]([N:28]3[CH2:31][CH:30]([NH:32][CH3:33])[CH2:29]3)[C:23]3[N:24]([CH:25]=[N:26][N:27]=3)[C:19]=2[CH:18]=1. Given the reactants [C@:1]12([CH2:11][S:12]([OH:15])(=[O:14])=[O:13])[C:8]([CH3:10])([CH3:9])[CH:5]([CH2:6][CH2:7]1)[CH2:4][C:2]2=[O:3].[Br:16][C:17]1[CH:35]=[N:34][C:20]2[N:21]=[C:22]([N:28]3[CH2:31][CH:30]([NH:32][CH3:33])[CH2:29]3)[C:23]3[N:24]([CH:25]=[N:26][N:27]=3)[C:19]=2[CH:18]=1, predict the reaction product. (2) Given the reactants FC(F)(F)[C:3]1[CH:10]=[CH:9][C:6](CBr)=[CH:5][CH:4]=1.Cl.BrCC1C=[N:18]C=CC=1.[CH3:22][C:23]1[N:24]=[C:25]([N:33]2[CH2:37][CH2:36][NH:35][C:34]2=[O:38])[S:26][C:27]=1[C:28]([O:30][CH2:31][CH3:32])=[O:29], predict the reaction product. The product is: [CH3:22][C:23]1[N:24]=[C:25]([N:33]2[CH2:37][CH2:36][N:35]([CH2:3][C:10]3[CH:9]=[CH:6][CH:5]=[CH:4][N:18]=3)[C:34]2=[O:38])[S:26][C:27]=1[C:28]([O:30][CH2:31][CH3:32])=[O:29]. (3) Given the reactants [CH2:1]([O:3][P:4]([CH2:9][CH2:10][O:11][CH2:12][CH2:13][O:14][CH2:15][CH2:16][O:17][CH2:18][CH2:19][NH:20][C:21](=[O:57])[C@@H:22]([NH2:56])[CH2:23][S:24][CH2:25][C@H:26]([O:42][C:43](=[O:55])[CH2:44][CH2:45][CH2:46][CH2:47][CH2:48][CH2:49][CH2:50][CH2:51][CH2:52][CH2:53][CH3:54])[CH2:27][O:28][C:29](=[O:41])[CH2:30][CH2:31][CH2:32][CH2:33][CH2:34][CH2:35][CH2:36][CH2:37][CH2:38][CH2:39][CH3:40])(=[O:8])[O:5][CH2:6][CH3:7])[CH3:2].N1C=CC=CC=1.[C:64](Cl)(=[O:80])[CH2:65][CH2:66][CH2:67][CH2:68][CH2:69][CH2:70][CH2:71][CH2:72][CH2:73][CH2:74][CH2:75][CH2:76][CH2:77][CH2:78][CH3:79], predict the reaction product. The product is: [C:43]([O:42][C@H:26]([CH2:27][O:28][C:29](=[O:41])[CH2:30][CH2:31][CH2:32][CH2:33][CH2:34][CH2:35][CH2:36][CH2:37][CH2:38][CH2:39][CH3:40])[CH2:25][S:24][CH2:23][C@H:22]([NH:56][C:64](=[O:80])[CH2:65][CH2:66][CH2:67][CH2:68][CH2:69][CH2:70][CH2:71][CH2:72][CH2:73][CH2:74][CH2:75][CH2:76][CH2:77][CH2:78][CH3:79])[C:21](=[O:57])[NH:20][CH2:19][CH2:18][O:17][CH2:16][CH2:15][O:14][CH2:13][CH2:12][O:11][CH2:10][CH2:9][P:4]([O:5][CH2:6][CH3:7])([O:3][CH2:1][CH3:2])=[O:8])(=[O:55])[CH2:44][CH2:45][CH2:46][CH2:47][CH2:48][CH2:49][CH2:50][CH2:51][CH2:52][CH2:53][CH3:54]. (4) Given the reactants [CH2:1]([C:8]1[CH:25]=[CH:24][C:11]([C:12]([NH:14][C:15]2[CH:20]=[CH:19][C:18]([CH2:21][OH:22])=[CH:17][C:16]=2[F:23])=[O:13])=[CH:10][CH:9]=1)[C:2]1[CH:7]=[CH:6][CH:5]=[CH:4][CH:3]=1.C[N+]1([O-])CCOCC1.C([N+](CCC)(CCC)CCC)CC, predict the reaction product. The product is: [CH2:1]([C:8]1[CH:9]=[CH:10][C:11]([C:12]([NH:14][C:15]2[CH:20]=[CH:19][C:18]([CH:21]=[O:22])=[CH:17][C:16]=2[F:23])=[O:13])=[CH:24][CH:25]=1)[C:2]1[CH:3]=[CH:4][CH:5]=[CH:6][CH:7]=1.